Dataset: Full USPTO retrosynthesis dataset with 1.9M reactions from patents (1976-2016). Task: Predict the reactants needed to synthesize the given product. (1) Given the product [NH:1]1[C:9]2[C:4](=[N:5][CH:6]=[CH:7][CH:8]=2)[CH:3]=[N:2]1, predict the reactants needed to synthesize it. The reactants are: [N:1]1(C(=O)C)[C:9]2[C:4](=[N:5][CH:6]=[CH:7][CH:8]=2)[CH:3]=[N:2]1.[OH-].[Na+].Cl. (2) Given the product [C:25]([O:29][C:30]([N:12]1[CH2:13][CH2:14][C:15](=[O:16])[N:9]([C@H:5]([CH2:6][O:7][CH3:8])[CH2:4][CH2:3][OH:2])[CH2:10][C@H:11]1[CH3:17])=[O:31])([CH3:28])([CH3:27])[CH3:26], predict the reactants needed to synthesize it. The reactants are: Cl.[OH:2][CH2:3][CH2:4][C@H:5]([N:9]1[C:15](=[O:16])[CH2:14][CH2:13][NH:12][C@H:11]([CH3:17])[CH2:10]1)[CH2:6][O:7][CH3:8].C(N(CC)CC)C.[C:25]([O:29][C:30](O[C:30]([O:29][C:25]([CH3:28])([CH3:27])[CH3:26])=[O:31])=[O:31])([CH3:28])([CH3:27])[CH3:26]. (3) Given the product [ClH:16].[NH2:8][O:7][CH2:6][CH2:5][S:2]([CH3:1])(=[O:4])=[O:3], predict the reactants needed to synthesize it. The reactants are: [CH3:1][S:2]([CH2:5][CH2:6][O:7][NH:8]C(=O)OC(C)(C)C)(=[O:4])=[O:3].[ClH:16]. (4) The reactants are: [CH3:1][C:2]1[O:13][C:5]2[CH2:6][N:7]([CH3:12])[CH2:8][CH2:9][CH:10]([OH:11])[C:4]=2[CH:3]=1.F[C:15]1[CH:20]=[CH:19][C:18]([C:21]([F:24])([F:23])[F:22])=[CH:17][CH:16]=1. Given the product [CH3:1][C:2]1[O:13][C:5]2[CH2:6][N:7]([CH3:12])[CH2:8][CH2:9][CH:10]([O:11][C:15]3[CH:20]=[CH:19][C:18]([C:21]([F:24])([F:23])[F:22])=[CH:17][CH:16]=3)[C:4]=2[CH:3]=1, predict the reactants needed to synthesize it. (5) Given the product [CH3:18][O:36][C:34]([C:31]1[S:32][C:33]([C:6](=[O:17])[NH:7][CH2:8][CH2:9][NH:10][C:11]2[CH:16]=[CH:15][CH:14]=[CH:13][N:12]=2)=[CH:29][CH:30]=1)=[O:35], predict the reactants needed to synthesize it. The reactants are: C(O[C:6](=[O:17])[NH:7][CH2:8][CH2:9][NH:10][C:11]1[CH:16]=[CH:15][CH:14]=[CH:13][N:12]=1)(C)(C)C.[C:18](O)(C(F)(F)F)=O.C(Cl)Cl.C[C:29]1[C:30](C(O)=O)=[C:31]([C:34]([OH:36])=[O:35])[S:32][CH:33]=1.OC1C2N=NNC=2C=CC=1.Cl.C(N=C=N)C. (6) Given the product [CH3:10][C:9]1[S:11][C:3]([C:4]([O:6][CH3:7])=[O:5])=[CH:1][N:12]=1, predict the reactants needed to synthesize it. The reactants are: [CH:1]([CH:3](Cl)[C:4]([O:6][CH3:7])=[O:5])=O.[C:9]([NH2:12])(=[S:11])[CH3:10].